Dataset: Full USPTO retrosynthesis dataset with 1.9M reactions from patents (1976-2016). Task: Predict the reactants needed to synthesize the given product. (1) Given the product [CH2:1]([N:8]1[CH2:12][C:13]2[N:14]=[CH:15][C:16]([N:20]([CH3:24])[CH2:21][CH2:22][CH3:23])=[N:17][C:18]=2[O:11][CH2:10][CH2:9]1)[C:2]1[CH:7]=[CH:6][CH:5]=[CH:4][CH:3]=1, predict the reactants needed to synthesize it. The reactants are: [CH2:1]([N:8]([CH2:12][C:13]1[C:18](Cl)=[N:17][C:16]([N:20]([CH3:24])[CH2:21][CH2:22][CH3:23])=[CH:15][N:14]=1)[CH2:9][CH2:10][OH:11])[C:2]1[CH:7]=[CH:6][CH:5]=[CH:4][CH:3]=1.CC(C)([O-])C.[K+].O. (2) Given the product [CH2:5]([O:7][CH:8]([O:11][CH2:12][CH3:13])[CH2:9][NH:10][CH2:2][C:1]#[N:4])[CH3:6], predict the reactants needed to synthesize it. The reactants are: [C:1](#[N:4])[CH2:2]O.[CH2:5]([O:7][CH:8]([O:11][CH2:12][CH3:13])[CH2:9][NH2:10])[CH3:6].